This data is from Reaction yield outcomes from USPTO patents with 853,638 reactions. The task is: Predict the reaction yield, written as a fraction of the theoretical maximum amount of product (1.0 means a 100% yield; for example, 0.34 means a 34% yield). (1) The reactants are [NH:1]1[CH:5]=[C:4]([C:6]2[CH:7]=[C:8]3[N:14]=[CH:13][N:12]([C:15]4[CH:16]=[C:17]([NH2:29])[CH:18]=[C:19]([C:21]5[CH:26]=[CH:25][C:24]([F:27])=[CH:23][C:22]=5[F:28])[CH:20]=4)[C:9]3=[N:10][CH:11]=2)[N:3]=[N:2]1.N1C=CC=CC=1.[CH2:36]([S:38](Cl)(=[O:40])=[O:39])[CH3:37]. The catalyst is C(Cl)Cl. The product is [NH:1]1[CH:5]=[C:4]([C:6]2[CH:7]=[C:8]3[N:14]=[CH:13][N:12]([C:15]4[CH:16]=[C:17]([NH:29][S:38]([CH2:36][CH3:37])(=[O:40])=[O:39])[CH:18]=[C:19]([C:21]5[CH:26]=[CH:25][C:24]([F:27])=[CH:23][C:22]=5[F:28])[CH:20]=4)[C:9]3=[N:10][CH:11]=2)[N:3]=[N:2]1. The yield is 0.0930. (2) The reactants are C(B(CC)[C:4]1[CH:5]=[N:6][CH:7]=[CH:8][CH:9]=1)C.Br[C:13]1[CH:14]=[C:15]([OH:19])[CH:16]=[CH:17][CH:18]=1.C([O-])([O-])=O.[Na+].[Na+]. The catalyst is C1(C)C=CC=CC=1.O.C(O)C.C1C=CC([P]([Pd]([P](C2C=CC=CC=2)(C2C=CC=CC=2)C2C=CC=CC=2)([P](C2C=CC=CC=2)(C2C=CC=CC=2)C2C=CC=CC=2)[P](C2C=CC=CC=2)(C2C=CC=CC=2)C2C=CC=CC=2)(C2C=CC=CC=2)C2C=CC=CC=2)=CC=1. The product is [N:6]1[CH:7]=[CH:8][CH:9]=[C:4]([C:13]2[CH:14]=[C:15]([OH:19])[CH:16]=[CH:17][CH:18]=2)[CH:5]=1. The yield is 0.920. (3) The reactants are C(O[C:6]([N:8](C)[C:9]1[C:17]([O:18][CH3:19])=[C:16]2[C:12]([C:13]3[CH:30]=[C:29]([CH3:31])[CH:28]=[N:27][C:14]=3[N:15]2C(OC(C)(C)C)=O)=[C:11]([C:32]2[CH:37]=[CH:36][CH:35]=[C:34]([S:38]([CH2:41][CH3:42])(=[O:40])=[O:39])[CH:33]=2)[CH:10]=1)=O)(C)(C)C.C1(OC)C=CC=CC=1.C(O)(C(F)(F)F)=O. The catalyst is C(Cl)Cl. The product is [CH2:41]([S:38]([C:34]1[CH:33]=[C:32]([C:11]2[CH:10]=[C:9]([NH:8][CH3:6])[C:17]([O:18][CH3:19])=[C:16]3[C:12]=2[C:13]2[CH:30]=[C:29]([CH3:31])[CH:28]=[N:27][C:14]=2[NH:15]3)[CH:37]=[CH:36][CH:35]=1)(=[O:40])=[O:39])[CH3:42]. The yield is 0.700. (4) The reactants are [F:1][CH:2]([F:31])[C:3]1[N:7]([C:8]2[N:13]=[C:12]([N:14]3[CH2:19][CH2:18][O:17][CH2:16][CH2:15]3)[N:11]=[C:10]([N:20]3[CH2:25][CH2:24][NH:23][CH2:22][CH2:21]3)[N:9]=2)[C:6]2[CH:26]=[CH:27][CH:28]=[C:29]([OH:30])[C:5]=2[N:4]=1.C(Cl)Cl.[Cl:35][CH2:36][C:37](Cl)=[O:38]. The product is [Cl:35][CH2:36][C:37]([N:23]1[CH2:24][CH2:25][N:20]([C:10]2[N:11]=[C:12]([N:14]3[CH2:15][CH2:16][O:17][CH2:18][CH2:19]3)[N:13]=[C:8]([N:7]3[C:6]4[CH:26]=[CH:27][CH:28]=[C:29]([OH:30])[C:5]=4[N:4]=[C:3]3[CH:2]([F:1])[F:31])[N:9]=2)[CH2:21][CH2:22]1)=[O:38]. The yield is 0.530. No catalyst specified.